This data is from Cav3 T-type calcium channel HTS with 100,875 compounds. The task is: Binary Classification. Given a drug SMILES string, predict its activity (active/inactive) in a high-throughput screening assay against a specified biological target. (1) The compound is S(=O)(=O)(N1CCN(CC1)c1ccc(NC(=O)CCCC)cc1)C. The result is 0 (inactive). (2) The drug is S(=O)(=O)(NC(C(=O)NC1CCCCC1)c1ccccc1)c1cc2c(n(c(=O)n(c2=O)C)C)cc1. The result is 0 (inactive). (3) The compound is O=C(N1CC(CCC1)C)c1ccc(CNC2=C(N3CCCCC3)C(=O)C2=O)cc1. The result is 0 (inactive). (4) The drug is S(CC(=O)N1CC(CCC1)C)c1oc(nn1)c1c(OC)cc(OC)cc1. The result is 0 (inactive). (5) The drug is S=C(Nc1cc(ccc1)C)NNC(=O)c1occc1. The result is 0 (inactive). (6) The molecule is O1c2c(OC1)ccc(C(=O)Nc1c(ccc(c3[nH]c4c(n3)cccc4)c1)C)c2. The result is 0 (inactive). (7) The drug is S(c1c(C(=O)N2CCOCC2)cccc1)CCOC. The result is 0 (inactive). (8) The molecule is Brc1cc(C(=O)N\N=C\c2cc(OC)c(OC(=O)c3cc4OCOc4cc3)cc2)cnc1. The result is 0 (inactive).